This data is from NCI-60 drug combinations with 297,098 pairs across 59 cell lines. The task is: Regression. Given two drug SMILES strings and cell line genomic features, predict the synergy score measuring deviation from expected non-interaction effect. Drug 1: C(=O)(N)NO. Drug 2: B(C(CC(C)C)NC(=O)C(CC1=CC=CC=C1)NC(=O)C2=NC=CN=C2)(O)O. Cell line: LOX IMVI. Synergy scores: CSS=41.5, Synergy_ZIP=2.88, Synergy_Bliss=0.851, Synergy_Loewe=-33.2, Synergy_HSA=2.33.